Dataset: Full USPTO retrosynthesis dataset with 1.9M reactions from patents (1976-2016). Task: Predict the reactants needed to synthesize the given product. (1) The reactants are: [CH2:1]([O:3][C:4]([C:6]1[N:7]=[C:8]([NH2:11])[S:9][CH:10]=1)=[O:5])[CH3:2].[CH3:12][O:13][CH2:14][CH2:15][Br:16]. Given the product [BrH:16].[NH:11]=[C:8]1[N:7]([CH2:15][CH2:14][O:13][CH3:12])[C:6]([C:4]([O:3][CH2:1][CH3:2])=[O:5])=[CH:10][S:9]1, predict the reactants needed to synthesize it. (2) Given the product [CH:8]1([C@H:14]([NH:22][C:23]([C:25]2[CH:30]=[CH:29][C:28]([C:31]3[CH:36]=[CH:35][CH:34]=[CH:33][CH:32]=3)=[CH:27][C:26]=2[NH:37][C:38]([NH:40][C:41]2[C:42]([Cl:48])=[CH:43][CH:44]=[CH:45][C:46]=2[Cl:47])=[O:39])=[O:24])[C:15]([OH:17])=[O:16])[CH2:13][CH2:12][CH2:11][CH2:10][CH2:9]1, predict the reactants needed to synthesize it. The reactants are: FC(F)(F)C(O)=O.[CH:8]1([C@H:14]([NH:22][C:23]([C:25]2[CH:30]=[CH:29][C:28]([C:31]3[CH:36]=[CH:35][CH:34]=[CH:33][CH:32]=3)=[CH:27][C:26]=2[NH:37][C:38]([NH:40][C:41]2[C:46]([Cl:47])=[CH:45][CH:44]=[CH:43][C:42]=2[Cl:48])=[O:39])=[O:24])[C:15]([O:17]C(C)(C)C)=[O:16])[CH2:13][CH2:12][CH2:11][CH2:10][CH2:9]1. (3) Given the product [CH3:2][O:3][C:4]1[CH:5]=[C:6]([C:12]2[C:13]([CH3:25])([CH3:24])[C:14](=[O:23])[N:15]([CH:17]3[CH2:22][CH2:21][N:20]([C:29]([C:28]4[CH:32]=[C:33]([O:36][C:37]([F:38])([F:39])[F:40])[CH:34]=[CH:35][C:27]=4[CH3:26])=[O:30])[CH2:19][CH2:18]3)[N:16]=2)[CH:7]=[CH:8][C:9]=1[O:10][CH3:11], predict the reactants needed to synthesize it. The reactants are: Cl.[CH3:2][O:3][C:4]1[CH:5]=[C:6]([C:12]2[C:13]([CH3:25])([CH3:24])[C:14](=[O:23])[N:15]([CH:17]3[CH2:22][CH2:21][NH:20][CH2:19][CH2:18]3)[N:16]=2)[CH:7]=[CH:8][C:9]=1[O:10][CH3:11].[CH3:26][C:27]1[CH:35]=[CH:34][C:33]([O:36][C:37]([F:40])([F:39])[F:38])=[CH:32][C:28]=1[C:29](O)=[O:30]. (4) Given the product [CH2:18]([C:3]1[C:4]([CH3:17])=[C:5]([C:15]#[N:16])[C:6]2[N:10]([C:2]=1[N:28]1[CH2:29][CH2:30][CH2:31][N:25]([CH3:24])[CH2:26][CH2:27]1)[C:9]1[CH:11]=[CH:12][CH:13]=[CH:14][C:8]=1[N:7]=2)[CH2:19][CH2:20][CH2:21][CH2:22][CH3:23], predict the reactants needed to synthesize it. The reactants are: Cl[C:2]1[N:10]2[C:6](=[N:7][C:8]3[CH:14]=[CH:13][CH:12]=[CH:11][C:9]=32)[C:5]([C:15]#[N:16])=[C:4]([CH3:17])[C:3]=1[CH2:18][CH2:19][CH2:20][CH2:21][CH2:22][CH3:23].[CH3:24][N:25]1[CH2:31][CH2:30][CH2:29][NH:28][CH2:27][CH2:26]1.C(N(CC)CC)C. (5) Given the product [CH:18]1([NH:1][C:2]2[S:3][C:4]([C:12]3[CH:17]=[CH:16][CH:15]=[CH:14][CH:13]=3)=[CH:5][C:6]=2[C:7]([O:9][CH2:10][CH3:11])=[O:8])[CH2:23][CH2:22][CH2:21][CH2:20][CH2:19]1, predict the reactants needed to synthesize it. The reactants are: [NH2:1][C:2]1[S:3][C:4]([C:12]2[CH:17]=[CH:16][CH:15]=[CH:14][CH:13]=2)=[CH:5][C:6]=1[C:7]([O:9][CH2:10][CH3:11])=[O:8].[C:18]1(=O)[CH2:23][CH2:22][CH2:21][CH2:20][CH2:19]1. (6) Given the product [F:1][C:2]1[CH:7]=[CH:6][C:5]([CH:8]([C:33]2[CH:34]=[CH:35][C:36]([F:39])=[CH:37][CH:38]=2)[C:10]2[CH:11]=[C:12]3[C:17](=[CH:18][CH:19]=2)[N:16]=[CH:15][N:14]=[C:13]3[NH:20][CH:21]2[CH2:26][CH2:25][N:24]([C:27]3[CH:32]=[CH:31][CH:30]=[CH:29][CH:28]=3)[CH2:23][CH2:22]2)=[CH:4][CH:3]=1, predict the reactants needed to synthesize it. The reactants are: [F:1][C:2]1[CH:7]=[CH:6][C:5]([C:8]([C:33]2[CH:38]=[CH:37][C:36]([F:39])=[CH:35][CH:34]=2)([C:10]2[CH:11]=[C:12]3[C:17](=[CH:18][CH:19]=2)[N:16]=[CH:15][N:14]=[C:13]3[NH:20][CH:21]2[CH2:26][CH2:25][N:24]([C:27]3[CH:32]=[CH:31][CH:30]=[CH:29][CH:28]=3)[CH2:23][CH2:22]2)O)=[CH:4][CH:3]=1.C([SiH](CC)CC)C.FC(F)(F)C(O)=O.